This data is from Forward reaction prediction with 1.9M reactions from USPTO patents (1976-2016). The task is: Predict the product of the given reaction. (1) Given the reactants CCN(C(C)C)C(C)C.[Br:10][C:11]1[CH:12]=[C:13]([CH:17]=[C:18]([Cl:20])[CH:19]=1)[C:14]([OH:16])=O.[Cl:21][C:22]1[CH:27]=[CH:26][C:25]([C:28]2[CH:33]=[CH:32][C:31]([NH2:34])=[CH:30][CH:29]=2)=[CH:24][CH:23]=1.C1C=CC2N(O)N=NC=2C=1.CCN=C=NCCCN(C)C, predict the reaction product. The product is: [Br:10][C:11]1[CH:12]=[C:13]([CH:17]=[C:18]([Cl:20])[CH:19]=1)[C:14]([NH:34][C:31]1[CH:30]=[CH:29][C:28]([C:25]2[CH:26]=[CH:27][C:22]([Cl:21])=[CH:23][CH:24]=2)=[CH:33][CH:32]=1)=[O:16]. (2) Given the reactants N1CCCCC1.[CH3:7][O:8][C:9]1[CH:10]=[C:11]([CH:14]=[CH:15][C:16]=1[N:17]1[CH:21]=[C:20]([CH3:22])[N:19]=[CH:18]1)[CH:12]=O.[CH2:23]([N:30]1[C:31](=[O:43])[NH:32][CH2:33]/[C:34]/1=[N:35]\[C:36](=[O:42])[O:37][C:38]([CH3:41])([CH3:40])[CH3:39])[C:24]1[CH:29]=[CH:28][CH:27]=[CH:26][CH:25]=1, predict the reaction product. The product is: [CH2:23]([N:30]1[C:34](=[N:35][C:36](=[O:42])[O:37][C:38]([CH3:39])([CH3:40])[CH3:41])[C:33](=[CH:12][C:11]2[CH:14]=[CH:15][C:16]([N:17]3[CH:21]=[C:20]([CH3:22])[N:19]=[CH:18]3)=[C:9]([O:8][CH3:7])[CH:10]=2)[NH:32][C:31]1=[O:43])[C:24]1[CH:29]=[CH:28][CH:27]=[CH:26][CH:25]=1. (3) Given the reactants [Cl:1][C:2]1[CH:7]=[CH:6][C:5]([S:8]([NH:11][C@H:12]([C:15]2[CH:20]=[CH:19][CH:18]=[CH:17][CH:16]=2)[CH2:13][CH3:14])(=[O:10])=[O:9])=[CH:4][CH:3]=1.O[CH2:22][C:23]1[CH:32]=[CH:31][C:26]([C:27]([O:29][CH3:30])=[O:28])=[CH:25][CH:24]=1.C1(P(C2C=CC=CC=2)C2C=CC=CC=2)C=CC=CC=1.CC(OC(/N=N/C(OC(C)C)=O)=O)C, predict the reaction product. The product is: [CH3:30][O:29][C:27](=[O:28])[C:26]1[CH:31]=[CH:32][C:23]([CH2:22][N:11]([C@H:12]([C:15]2[CH:16]=[CH:17][CH:18]=[CH:19][CH:20]=2)[CH2:13][CH3:14])[S:8]([C:5]2[CH:6]=[CH:7][C:2]([Cl:1])=[CH:3][CH:4]=2)(=[O:10])=[O:9])=[CH:24][CH:25]=1. (4) Given the reactants [CH2:1]([C:3]1[CH:15]=[C:6]2[C:7]([CH2:13][OH:14])=[CH:8][CH:9]=[C:10]([O:11][CH3:12])[N:5]2[N:4]=1)[CH3:2], predict the reaction product. The product is: [CH2:1]([C:3]1[CH:15]=[C:6]2[C:7]([CH:13]=[O:14])=[CH:8][CH:9]=[C:10]([O:11][CH3:12])[N:5]2[N:4]=1)[CH3:2]. (5) The product is: [Cl:16][C:10]1[CH:9]=[C:8]([C:4]2[CH:3]=[C:2]([NH:1][S:20]([CH2:19][C:18]([F:25])([F:24])[F:17])(=[O:22])=[O:21])[CH:7]=[N:6][CH:5]=2)[CH:15]=[CH:14][C:11]=1[C:12]#[N:13]. Given the reactants [NH2:1][C:2]1[CH:3]=[C:4]([C:8]2[CH:15]=[CH:14][C:11]([C:12]#[N:13])=[C:10]([Cl:16])[CH:9]=2)[CH:5]=[N:6][CH:7]=1.[F:17][C:18]([F:25])([F:24])[CH2:19][S:20](Cl)(=[O:22])=[O:21], predict the reaction product. (6) Given the reactants [OH:1][CH2:2][CH2:3][CH2:4][CH2:5][CH2:6][CH2:7][CH2:8][CH2:9][O:10][C:11]1[CH:16]=[CH:15][C:14]([CH2:17][C:18]#[N:19])=[CH:13][CH:12]=1.[O:20]1[C:25]2[CH:26]=[CH:27][C:28]([CH:30]=O)=[CH:29][C:24]=2[O:23][CH2:22][CH2:21]1, predict the reaction product. The product is: [O:20]1[C:25]2[CH:26]=[CH:27][C:28](/[CH:30]=[C:17](/[C:14]3[CH:13]=[CH:12][C:11]([O:10][CH2:9][CH2:8][CH2:7][CH2:6][CH2:5][CH2:4][CH2:3][CH2:2][OH:1])=[CH:16][CH:15]=3)\[C:18]#[N:19])=[CH:29][C:24]=2[O:23][CH2:22][CH2:21]1.